This data is from Peptide-MHC class I binding affinity with 185,985 pairs from IEDB/IMGT. The task is: Regression. Given a peptide amino acid sequence and an MHC pseudo amino acid sequence, predict their binding affinity value. This is MHC class I binding data. (1) The peptide sequence is NMKPNFWSR. The MHC is HLA-A11:01 with pseudo-sequence HLA-A11:01. The binding affinity (normalized) is 0.0339. (2) The peptide sequence is KILLVAVSI. The MHC is HLA-A32:01 with pseudo-sequence HLA-A32:01. The binding affinity (normalized) is 0.960. (3) The peptide sequence is LTDSSTLLV. The MHC is HLA-A25:01 with pseudo-sequence HLA-A25:01. The binding affinity (normalized) is 0.0847. (4) The MHC is HLA-B58:01 with pseudo-sequence HLA-B58:01. The peptide sequence is FTWYGIAAL. The binding affinity (normalized) is 0.0847. (5) The peptide sequence is GLSRYVARLS. The MHC is HLA-A02:01 with pseudo-sequence HLA-A02:01. The binding affinity (normalized) is 0.374. (6) The peptide sequence is IENSSVNVSL. The MHC is HLA-B40:01 with pseudo-sequence HLA-B40:01. The binding affinity (normalized) is 0.957. (7) The peptide sequence is GSVNVVYTF. The MHC is HLA-A32:01 with pseudo-sequence HLA-A32:01. The binding affinity (normalized) is 0.483.